This data is from Peptide-MHC class I binding affinity with 185,985 pairs from IEDB/IMGT. The task is: Regression. Given a peptide amino acid sequence and an MHC pseudo amino acid sequence, predict their binding affinity value. This is MHC class I binding data. (1) The peptide sequence is FPVRPQVPV. The MHC is HLA-B51:01 with pseudo-sequence HLA-B51:01. The binding affinity (normalized) is 0.627. (2) The peptide sequence is RPFNNILNL. The MHC is HLA-B18:01 with pseudo-sequence HLA-B18:01. The binding affinity (normalized) is 0. (3) The peptide sequence is RVYEALYYV. The MHC is HLA-B07:02 with pseudo-sequence HLA-B07:02. The binding affinity (normalized) is 0. (4) The peptide sequence is VTARWLWGF. The MHC is HLA-A26:01 with pseudo-sequence HLA-A26:01. The binding affinity (normalized) is 0.181. (5) The peptide sequence is AEILSGRVI. The MHC is HLA-B40:01 with pseudo-sequence HLA-B40:01. The binding affinity (normalized) is 0.837. (6) The peptide sequence is LMSDNPKAST. The MHC is HLA-A02:03 with pseudo-sequence HLA-A02:03. The binding affinity (normalized) is 0.367. (7) The peptide sequence is TLLCLIPTV. The MHC is HLA-A02:01 with pseudo-sequence HLA-A02:01. The binding affinity (normalized) is 0.990.